From a dataset of Peptide-MHC class II binding affinity with 134,281 pairs from IEDB. Regression. Given a peptide amino acid sequence and an MHC pseudo amino acid sequence, predict their binding affinity value. This is MHC class II binding data. (1) The binding affinity (normalized) is 0.282. The MHC is DRB1_1501 with pseudo-sequence DRB1_1501. The peptide sequence is EYKSDYVYEPFPKEV. (2) The peptide sequence is KEYTFPITLSSTSNP. The MHC is DRB1_0301 with pseudo-sequence DRB1_0301. The binding affinity (normalized) is 0. (3) The peptide sequence is PGMAKIPAGELQIID. The MHC is HLA-DQA10401-DQB10402 with pseudo-sequence HLA-DQA10401-DQB10402. The binding affinity (normalized) is 0.420. (4) The peptide sequence is ELYYAIHKASTVLAF. The MHC is HLA-DPA10301-DPB10402 with pseudo-sequence HLA-DPA10301-DPB10402. The binding affinity (normalized) is 0.531. (5) The peptide sequence is LRLSALRGLFSAVIE. The MHC is HLA-DPA10301-DPB10402 with pseudo-sequence HLA-DPA10301-DPB10402. The binding affinity (normalized) is 0.567. (6) The peptide sequence is ENCGTRGPSLRTTTV. The MHC is DRB4_0101 with pseudo-sequence DRB4_0103. The binding affinity (normalized) is 0.396.